This data is from Forward reaction prediction with 1.9M reactions from USPTO patents (1976-2016). The task is: Predict the product of the given reaction. Given the reactants [NH:1]1[CH2:6][CH2:5][CH:4]([C:7]([O:9][CH2:10][CH3:11])=[O:8])[CH2:3][CH2:2]1.CC(O)=O.[O:16]=[C:17]1[N:23]([CH:24]2[CH2:29][CH2:28][N:27]([C:30]([O:32][C@H:33]([CH2:43][C:44]3[CH:49]=[C:48]([C:50]([F:53])([F:52])[F:51])[C:47]([NH2:54])=[C:46]([Cl:55])[CH:45]=3)[C:34](=[O:42])[N:35]3[CH2:40][CH2:39][C:38](=O)[CH2:37][CH2:36]3)=[O:31])[CH2:26][CH2:25]2)[CH2:22][CH2:21][C:20]2[CH:56]=[CH:57][CH:58]=[CH:59][C:19]=2[NH:18]1.[BH3-]C#N.[Na+], predict the reaction product. The product is: [NH2:54][C:47]1[C:48]([C:50]([F:52])([F:53])[F:51])=[CH:49][C:44]([CH2:43][C@@H:33]([O:32][C:30]([N:27]2[CH2:28][CH2:29][CH:24]([N:23]3[CH2:22][CH2:21][C:20]4[CH:56]=[CH:57][CH:58]=[CH:59][C:19]=4[NH:18][C:17]3=[O:16])[CH2:25][CH2:26]2)=[O:31])[C:34]([N:35]2[CH2:36][CH2:37][CH:38]([N:1]3[CH2:6][CH2:5][CH:4]([C:7]([O:9][CH2:10][CH3:11])=[O:8])[CH2:3][CH2:2]3)[CH2:39][CH2:40]2)=[O:42])=[CH:45][C:46]=1[Cl:55].